Dataset: Reaction yield outcomes from USPTO patents with 853,638 reactions. Task: Predict the reaction yield, written as a fraction of the theoretical maximum amount of product (1.0 means a 100% yield; for example, 0.34 means a 34% yield). (1) The reactants are [Cl:1][C:2]1[N:7]=[C:6](Cl)[CH:5]=[CH:4][N:3]=1.[C:9]1([S:15]([N:18]2[C:22]3=[N:23][CH:24]=[CH:25][CH:26]=[C:21]3[C:20](B3OC(C)(C)C(C)(C)O3)=[CH:19]2)(=[O:17])=[O:16])[CH:14]=[CH:13][CH:12]=[CH:11][CH:10]=1.C([O-])([O-])=O.[K+].[K+]. The catalyst is C1C=CC([P]([Pd]([P](C2C=CC=CC=2)(C2C=CC=CC=2)C2C=CC=CC=2)([P](C2C=CC=CC=2)(C2C=CC=CC=2)C2C=CC=CC=2)[P](C2C=CC=CC=2)(C2C=CC=CC=2)C2C=CC=CC=2)(C2C=CC=CC=2)C2C=CC=CC=2)=CC=1.COCCOC. The product is [Cl:1][C:2]1[N:7]=[C:6]([C:20]2[C:21]3[C:22](=[N:23][CH:24]=[CH:25][CH:26]=3)[N:18]([S:15]([C:9]3[CH:10]=[CH:11][CH:12]=[CH:13][CH:14]=3)(=[O:17])=[O:16])[CH:19]=2)[CH:5]=[CH:4][N:3]=1. The yield is 0.737. (2) The reactants are [CH3:1][CH:2]1[NH:7][C:6]2[CH:8]=[CH:9][C:10]([N+:12]([O-:14])=[O:13])=[CH:11][C:5]=2[O:4][CH2:3]1.[CH:15](=O)[CH3:16].[BH3-]C#N.[Na+]. No catalyst specified. The product is [CH2:15]([N:7]1[C:6]2[CH:8]=[CH:9][C:10]([N+:12]([O-:14])=[O:13])=[CH:11][C:5]=2[O:4][CH2:3][CH:2]1[CH3:1])[CH3:16]. The yield is 0.630. (3) The reactants are Br[C:2]1[CH:3]=[N:4][CH:5]=[C:6]([Br:9])[C:7]=1[OH:8].C1([Mg]Br)C=CC=CC=1.[Li]CCCC.[CH:23](=[O:30])[C:24]1[CH:29]=[CH:28][CH:27]=[CH:26][CH:25]=1. The catalyst is C1COCC1. The product is [Br:9][C:6]1[CH:5]=[N:4][CH:3]=[C:2]([CH:23]([OH:30])[C:24]2[CH:29]=[CH:28][CH:27]=[CH:26][CH:25]=2)[C:7]=1[OH:8]. The yield is 0.910. (4) The reactants are Cl[C:2]1[NH:3][C:4]([C:12]2[C:17]([F:18])=[CH:16][CH:15]=[CH:14][C:13]=2[F:19])=[CH:5][C:6]=1[C:7]([O:9][CH2:10][CH3:11])=[O:8]. The catalyst is C(O)C.[C].[Pd]. The product is [F:19][C:13]1[CH:14]=[CH:15][CH:16]=[C:17]([F:18])[C:12]=1[C:4]1[NH:3][CH:2]=[C:6]([C:7]([O:9][CH2:10][CH3:11])=[O:8])[CH:5]=1. The yield is 0.240. (5) The reactants are [NH2:1][CH2:2][C:3]1[CH:4]=[C:5]2[C:10](=[CH:11][C:12]=1[C:13]([F:16])([F:15])[F:14])[NH:9][C:8](=[O:17])[N:7]([NH:18][S:19]([CH3:22])(=[O:21])=[O:20])[C:6]2=[O:23].[CH3:24][C:25]1(OC)[CH2:29][CH2:28][CH:27](OC)O1. The catalyst is CC(O)=O. The product is [CH3:24][C:25]1[N:1]([CH2:2][C:3]2[CH:4]=[C:5]3[C:10](=[CH:11][C:12]=2[C:13]([F:15])([F:16])[F:14])[NH:9][C:8](=[O:17])[N:7]([NH:18][S:19]([CH3:22])(=[O:20])=[O:21])[C:6]3=[O:23])[CH:27]=[CH:28][CH:29]=1. The yield is 0.730. (6) The product is [Cl:1][C:2]1[N:6]([CH3:14])[C:5]2[CH:7]=[CH:8][CH:9]=[CH:10][C:4]=2[N:3]=1. The yield is 0.610. The reactants are [Cl:1][C:2]1[NH:6][C:5]2[CH:7]=[CH:8][CH:9]=[CH:10][C:4]=2[N:3]=1.[H-].[Na+].I[CH3:14].O. The catalyst is CN(C)C=O. (7) The reactants are CC([O-])(C)C.[K+].CC1C=CC(S([CH2:17][N+:18]#[C-])(=O)=O)=CC=1.[Cl:20][C:21]1[CH:22]=[C:23]([CH:26]=[CH:27][C:28]=1[O:29][CH3:30])[CH:24]=O.CO. The catalyst is C1COCC1.O. The product is [Cl:20][C:21]1[CH:22]=[C:23]([CH2:24][C:17]#[N:18])[CH:26]=[CH:27][C:28]=1[O:29][CH3:30]. The yield is 0.830.